Dataset: NCI-60 drug combinations with 297,098 pairs across 59 cell lines. Task: Regression. Given two drug SMILES strings and cell line genomic features, predict the synergy score measuring deviation from expected non-interaction effect. (1) Drug 1: CC1=CC2C(CCC3(C2CCC3(C(=O)C)OC(=O)C)C)C4(C1=CC(=O)CC4)C. Drug 2: C1C(C(OC1N2C=NC3=C2NC=NCC3O)CO)O. Cell line: OVCAR3. Synergy scores: CSS=2.00, Synergy_ZIP=0.114, Synergy_Bliss=2.50, Synergy_Loewe=-0.847, Synergy_HSA=-0.0948. (2) Drug 1: CC1=C(N=C(N=C1N)C(CC(=O)N)NCC(C(=O)N)N)C(=O)NC(C(C2=CN=CN2)OC3C(C(C(C(O3)CO)O)O)OC4C(C(C(C(O4)CO)O)OC(=O)N)O)C(=O)NC(C)C(C(C)C(=O)NC(C(C)O)C(=O)NCCC5=NC(=CS5)C6=NC(=CS6)C(=O)NCCC[S+](C)C)O. Drug 2: CC(C)NC(=O)C1=CC=C(C=C1)CNNC.Cl. Cell line: DU-145. Synergy scores: CSS=60.7, Synergy_ZIP=8.84, Synergy_Bliss=9.62, Synergy_Loewe=-28.5, Synergy_HSA=7.69. (3) Drug 1: CC=C1C(=O)NC(C(=O)OC2CC(=O)NC(C(=O)NC(CSSCCC=C2)C(=O)N1)C(C)C)C(C)C. Drug 2: C1=NC2=C(N1)C(=S)N=CN2. Cell line: HCT-15. Synergy scores: CSS=16.4, Synergy_ZIP=-3.96, Synergy_Bliss=7.11, Synergy_Loewe=-0.832, Synergy_HSA=-0.521. (4) Synergy scores: CSS=21.9, Synergy_ZIP=-1.48, Synergy_Bliss=1.03, Synergy_Loewe=-0.222, Synergy_HSA=0.735. Drug 1: CC(CN1CC(=O)NC(=O)C1)N2CC(=O)NC(=O)C2. Cell line: OVCAR-8. Drug 2: C(CCl)NC(=O)N(CCCl)N=O. (5) Drug 1: CN(C)C1=NC(=NC(=N1)N(C)C)N(C)C. Drug 2: COCCOC1=C(C=C2C(=C1)C(=NC=N2)NC3=CC=CC(=C3)C#C)OCCOC.Cl. Cell line: IGROV1. Synergy scores: CSS=35.2, Synergy_ZIP=13.7, Synergy_Bliss=14.1, Synergy_Loewe=7.80, Synergy_HSA=15.1.